Predict which catalyst facilitates the given reaction. From a dataset of Catalyst prediction with 721,799 reactions and 888 catalyst types from USPTO. Reactant: [CH:1]1([NH2:4])[CH2:3][CH2:2]1.[CH:5]([C:7]1[CH:12]=[CH:11][C:10]([C:13]#[C:14][C:15]2[CH:20]=[CH:19][C:18]([C:21](=[O:33])[N:22]([CH:24]([C:29]([NH:31][CH3:32])=[O:30])[C:25]([O:27][CH3:28])=[O:26])[CH3:23])=[CH:17][CH:16]=2)=[CH:9][CH:8]=1)=O.C(O[BH-](OC(=O)C)OC(=O)C)(=O)C.[Na+].C(=O)([O-])O.[Na+]. Product: [CH:1]1([NH:4][CH2:5][C:7]2[CH:8]=[CH:9][C:10]([C:13]#[C:14][C:15]3[CH:20]=[CH:19][C:18]([C:21](=[O:33])[N:22]([CH:24]([C:29]([NH:31][CH3:32])=[O:30])[C:25]([O:27][CH3:28])=[O:26])[CH3:23])=[CH:17][CH:16]=3)=[CH:11][CH:12]=2)[CH2:3][CH2:2]1. The catalyst class is: 845.